Dataset: Experimentally validated miRNA-target interactions with 360,000+ pairs, plus equal number of negative samples. Task: Binary Classification. Given a miRNA mature sequence and a target amino acid sequence, predict their likelihood of interaction. (1) The miRNA is hsa-miR-6754-5p with sequence CCAGGGAGGCUGGUUUGGAGGA. The protein sequence of the target gene is MTGIAAASFFSNTCRFGGCGLHFPTLADLIEHIEDNHIDTDPRVLEKQELQQPTYVALSYINRFMTDAARREQESLKKKIQPKLSLTLSSSVSRGNVSTPPRHSSGSLTPPVTPPITPSSSFRSSTPTGSEYDEEEVDYEESDSDESWTTESAISSEAILSSMCMNGGEEKPFACPVPGCKKRYKNVNGIKYHAKNGHRTQIRVRKPFKCRCGKSYKTAQGLRHHTINFHPPVSAEIIRKMQQ. Result: 0 (no interaction). (2) The miRNA is hsa-miR-525-5p with sequence CUCCAGAGGGAUGCACUUUCU. The protein sequence of the target gene is MASRLPTAWSCEPVTFEDVTLGFTPEEWGLLDLKQKSLYREVMLENYRNLVSVEHQLSKPDVVSQLEEAEDFWPVERGIPQDTIPEYPELQLDPKLDPLPAESPLMNIEVVEVLTLNQEVAGPRNAQIQALYAEDGSLSADAPSEQVQQQGKHPGDPEAARQRFRQFRYKDMTGPREALDQLRELCHQWLQPKARSKEQILELLVLEQFLGALPVKLRTWVESQHPENCQEVVALVEGVTWMSEEEVLPAGQPAEGTTCCLEVTAQQEEKQEDAAICPVTVLPEEPVTFQDVAVDFSREE.... Result: 1 (interaction).